From a dataset of NCI-60 drug combinations with 297,098 pairs across 59 cell lines. Regression. Given two drug SMILES strings and cell line genomic features, predict the synergy score measuring deviation from expected non-interaction effect. (1) Drug 1: CC1=C(C=C(C=C1)NC2=NC=CC(=N2)N(C)C3=CC4=NN(C(=C4C=C3)C)C)S(=O)(=O)N.Cl. Drug 2: CN(C)C1=NC(=NC(=N1)N(C)C)N(C)C. Cell line: SF-539. Synergy scores: CSS=6.56, Synergy_ZIP=0.922, Synergy_Bliss=0.672, Synergy_Loewe=-5.27, Synergy_HSA=-1.63. (2) Drug 1: CC1=C(N=C(N=C1N)C(CC(=O)N)NCC(C(=O)N)N)C(=O)NC(C(C2=CN=CN2)OC3C(C(C(C(O3)CO)O)O)OC4C(C(C(C(O4)CO)O)OC(=O)N)O)C(=O)NC(C)C(C(C)C(=O)NC(C(C)O)C(=O)NCCC5=NC(=CS5)C6=NC(=CS6)C(=O)NCCC[S+](C)C)O. Drug 2: CCCCC(=O)OCC(=O)C1(CC(C2=C(C1)C(=C3C(=C2O)C(=O)C4=C(C3=O)C=CC=C4OC)O)OC5CC(C(C(O5)C)O)NC(=O)C(F)(F)F)O. Cell line: SK-MEL-2. Synergy scores: CSS=64.7, Synergy_ZIP=1.33, Synergy_Bliss=1.70, Synergy_Loewe=-3.25, Synergy_HSA=3.90.